Dataset: Reaction yield outcomes from USPTO patents with 853,638 reactions. Task: Predict the reaction yield, written as a fraction of the theoretical maximum amount of product (1.0 means a 100% yield; for example, 0.34 means a 34% yield). The reactants are [Cl-].O[NH3+:3].[C:4](=[O:7])([O-])[OH:5].[Na+].CS(C)=O.[CH2:13]([C:17]1[N:18]=[C:19]([CH2:39][CH2:40][C:41]2[CH:46]=[CH:45][CH:44]=[CH:43][CH:42]=2)[NH:20][C:21](=[O:38])[C:22]=1[CH2:23][C:24]1[CH:29]=[CH:28][C:27]([C:30]2[C:31]([C:36]#[N:37])=[CH:32][CH:33]=[CH:34][CH:35]=2)=[CH:26][CH:25]=1)[CH2:14][CH2:15][CH3:16]. The catalyst is O.C(OCC)(=O)C. The product is [CH2:13]([C:17]1[N:18]=[C:19]([CH2:39][CH2:40][C:41]2[CH:42]=[CH:43][CH:44]=[CH:45][CH:46]=2)[NH:20][C:21](=[O:38])[C:22]=1[CH2:23][C:24]1[CH:29]=[CH:28][C:27]([C:30]2[CH:35]=[CH:34][CH:33]=[CH:32][C:31]=2[C:36]2[NH:3][C:4](=[O:7])[O:5][N:37]=2)=[CH:26][CH:25]=1)[CH2:14][CH2:15][CH3:16]. The yield is 0.530.